This data is from Reaction yield outcomes from USPTO patents with 853,638 reactions. The task is: Predict the reaction yield, written as a fraction of the theoretical maximum amount of product (1.0 means a 100% yield; for example, 0.34 means a 34% yield). (1) The product is [CH2:17]([O:19][C:20]([N:22]1[C:30]2[C:25](=[CH:26][CH:27]=[C:28]([Cl:31])[CH:29]=2)[C:24]2([CH:32]([C:33]3[CH:38]=[CH:37][CH:36]=[C:35]([Cl:39])[CH:34]=3)[CH2:12][C:10](=[O:11])[NH:9][CH:8]2[C:4]2[CH:5]=[CH:6][CH:7]=[C:2]([Cl:1])[CH:3]=2)[C:23]1=[O:40])=[O:21])[CH3:18]. The reactants are [Cl:1][C:2]1[CH:3]=[C:4]([CH:8]=[N:9][C:10]([O:12][Si](C)(C)C)=[CH2:11])[CH:5]=[CH:6][CH:7]=1.[CH2:17]([O:19][C:20]([N:22]1[C:30]2[C:25](=[CH:26][CH:27]=[C:28]([Cl:31])[CH:29]=2)/[C:24](=[CH:32]/[C:33]2[CH:38]=[CH:37][CH:36]=[C:35]([Cl:39])[CH:34]=2)/[C:23]1=[O:40])=[O:21])[CH3:18].CO. The yield is 1.00. The catalyst is C1(C)C=CC=CC=1. (2) The reactants are [Cl:1][C:2]1[CH:3]=[C:4]2[C:9](=[CH:10][CH:11]=1)[CH:8]=[C:7]([S:12]([C:15]#[C:16][C:17]([OH:19])=O)(=[O:14])=[O:13])[CH:6]=[CH:5]2.C1C=CC2N(O)N=NC=2C=1.CCN=C=NCCCN(C)C.[NH:41]1[CH2:46][CH2:45][CH:44]([N:47]2[CH2:51][CH2:50][CH2:49][C:48]2=[O:52])[CH2:43][CH2:42]1. The catalyst is CN(C=O)C.C(N(CC)CC)C. The product is [Cl:1][C:2]1[CH:3]=[C:4]2[C:9](=[CH:10][CH:11]=1)[CH:8]=[C:7]([S:12]([CH2:15][CH2:16][C:17]([N:41]1[CH2:42][CH2:43][CH:44]([N:47]3[CH2:51][CH2:50][CH2:49][C:48]3=[O:52])[CH2:45][CH2:46]1)=[O:19])(=[O:13])=[O:14])[CH:6]=[CH:5]2. The yield is 0.390. (3) The reactants are Cl[C:2]1[CH:9]=[C:8]([Cl:10])[CH:7]=[C:6]([CH3:11])[C:3]=1[C:4]#[N:5].P([O-])([O-])([O-])=O.[K+].[K+].[K+].N1CCC[C@H]1C(O)=O.[CH2:28]([SH:30])[CH3:29]. The catalyst is CN(C=O)C.O.[Cu]I. The product is [Cl:10][C:8]1[CH:7]=[C:6]([CH3:11])[C:3]([C:4]#[N:5])=[C:2]([S:30][CH2:28][CH3:29])[CH:9]=1. The yield is 0.230.